The task is: Predict which catalyst facilitates the given reaction.. This data is from Catalyst prediction with 721,799 reactions and 888 catalyst types from USPTO. Reactant: [F:1][C:2]([F:32])([F:31])[C:3]1[CH:8]=[CH:7][N:6]=[C:5]([NH:9][C:10]2[CH:11]=[C:12]([C:16]3[S:20][C:19]([C@H:21]4[CH2:26][CH2:25][C@H:24]([C:27]([O:29]C)=[O:28])[CH2:23][CH2:22]4)=[N:18][CH:17]=3)[CH:13]=[CH:14][CH:15]=2)[N:4]=1.[Li+].[OH-].Cl.CCOCC. Product: [F:32][C:2]([F:1])([F:31])[C:3]1[CH:8]=[CH:7][N:6]=[C:5]([NH:9][C:10]2[CH:11]=[C:12]([C:16]3[S:20][C:19]([C@H:21]4[CH2:22][CH2:23][C@H:24]([C:27]([OH:29])=[O:28])[CH2:25][CH2:26]4)=[N:18][CH:17]=3)[CH:13]=[CH:14][CH:15]=2)[N:4]=1. The catalyst class is: 83.